This data is from NCI-60 drug combinations with 297,098 pairs across 59 cell lines. The task is: Regression. Given two drug SMILES strings and cell line genomic features, predict the synergy score measuring deviation from expected non-interaction effect. (1) Drug 1: C1=NC(=NC(=O)N1C2C(C(C(O2)CO)O)O)N. Drug 2: C1=CC=C(C(=C1)C(C2=CC=C(C=C2)Cl)C(Cl)Cl)Cl. Cell line: KM12. Synergy scores: CSS=5.84, Synergy_ZIP=0.293, Synergy_Bliss=4.61, Synergy_Loewe=2.37, Synergy_HSA=3.70. (2) Drug 1: C1=C(C(=O)NC(=O)N1)N(CCCl)CCCl. Drug 2: CC(C)CN1C=NC2=C1C3=CC=CC=C3N=C2N. Cell line: CCRF-CEM. Synergy scores: CSS=63.6, Synergy_ZIP=6.74, Synergy_Bliss=5.59, Synergy_Loewe=4.29, Synergy_HSA=5.70. (3) Drug 1: CC1=C2C(C(=O)C3(C(CC4C(C3C(C(C2(C)C)(CC1OC(=O)C(C(C5=CC=CC=C5)NC(=O)OC(C)(C)C)O)O)OC(=O)C6=CC=CC=C6)(CO4)OC(=O)C)OC)C)OC. Drug 2: CN(C)C1=NC(=NC(=N1)N(C)C)N(C)C. Cell line: CCRF-CEM. Synergy scores: CSS=76.2, Synergy_ZIP=26.5, Synergy_Bliss=22.8, Synergy_Loewe=-34.2, Synergy_HSA=21.0. (4) Drug 2: C1CNP(=O)(OC1)N(CCCl)CCCl. Cell line: TK-10. Drug 1: C1=CC=C(C(=C1)C(C2=CC=C(C=C2)Cl)C(Cl)Cl)Cl. Synergy scores: CSS=-0.742, Synergy_ZIP=-0.972, Synergy_Bliss=-2.84, Synergy_Loewe=-0.741, Synergy_HSA=-2.02. (5) Drug 1: CCC1(CC2CC(C3=C(CCN(C2)C1)C4=CC=CC=C4N3)(C5=C(C=C6C(=C5)C78CCN9C7C(C=CC9)(C(C(C8N6C)(C(=O)OC)O)OC(=O)C)CC)OC)C(=O)OC)O.OS(=O)(=O)O. Drug 2: C1=NNC2=C1C(=O)NC=N2. Cell line: SK-OV-3. Synergy scores: CSS=2.68, Synergy_ZIP=-1.59, Synergy_Bliss=-1.92, Synergy_Loewe=0.276, Synergy_HSA=-1.20.